This data is from Full USPTO retrosynthesis dataset with 1.9M reactions from patents (1976-2016). The task is: Predict the reactants needed to synthesize the given product. (1) Given the product [CH:10]([O:12][CH2:13][CH2:14][O:8][C:1](=[O:9])[C:2]1[CH:7]=[CH:6][CH:5]=[CH:4][CH:3]=1)=[CH2:11], predict the reactants needed to synthesize it. The reactants are: [C:1]([OH:9])(=[O:8])[C:2]1[CH:7]=[CH:6][CH:5]=[CH:4][CH:3]=1.[CH:10]([O:12][CH2:13][CH2:14]Cl)=[CH2:11].[OH-].[Na+].C(N(CC)CC)C. (2) Given the product [N:4]1([C:7]2[CH:13]=[CH:12][C:10]([NH:11][C:15]3[C:16](=[O:34])[N:17]([CH2:27][C:28]4[CH:29]=[N:30][CH:31]=[CH:32][CH:33]=4)[C:18](=[O:26])[C:19]=3[C:20]3[CH:21]=[CH:22][CH:23]=[CH:24][CH:25]=3)=[CH:9][CH:8]=2)[CH2:3][CH2:2][O:1][CH2:6][CH2:5]1, predict the reactants needed to synthesize it. The reactants are: [O:1]1[CH2:6][CH2:5][N:4]([C:7]2[CH:13]=[CH:12][C:10]([NH2:11])=[CH:9][CH:8]=2)[CH2:3][CH2:2]1.Cl[C:15]1[C:16](=[O:34])[N:17]([CH2:27][C:28]2[CH:29]=[N:30][CH:31]=[CH:32][CH:33]=2)[C:18](=[O:26])[C:19]=1[C:20]1[CH:25]=[CH:24][CH:23]=[CH:22][CH:21]=1.O. (3) Given the product [OH:10][CH:7]1[CH2:8][CH2:9][N:4]([CH2:3][CH2:2][NH:1][S:24]([C:18]2[CH:23]=[CH:22][CH:21]=[CH:20][CH:19]=2)(=[O:26])=[O:25])[CH2:5][CH2:6]1, predict the reactants needed to synthesize it. The reactants are: [NH2:1][CH2:2][CH2:3][N:4]1[CH2:9][CH2:8][CH:7]([OH:10])[CH2:6][CH2:5]1.C(N(CC)CC)C.[C:18]1([S:24](Cl)(=[O:26])=[O:25])[CH:23]=[CH:22][CH:21]=[CH:20][CH:19]=1. (4) The reactants are: [NH2:1][CH:2]1[CH2:7][CH2:6][N:5]([C:8](=[O:29])[CH2:9][N:10]2[CH2:15][CH2:14][CH2:13][C:12]([C:22]3[CH:27]=[CH:26][CH:25]=[CH:24][CH:23]=3)([C:16]3[CH:21]=[CH:20][CH:19]=[CH:18][CH:17]=3)[C:11]2=[O:28])[CH2:4][CH2:3]1.[C:30]([C:38]1[CH:43]=[CH:42][CH:41]=[CH:40][CH:39]=1)(=O)[C:31]1[CH:36]=[CH:35][CH:34]=[CH:33][CH:32]=1.[BH4-].[Na+]. Given the product [CH:30]([NH:1][CH:2]1[CH2:7][CH2:6][N:5]([C:8](=[O:29])[CH2:9][N:10]2[CH2:15][CH2:14][CH2:13][C:12]([C:22]3[CH:27]=[CH:26][CH:25]=[CH:24][CH:23]=3)([C:16]3[CH:17]=[CH:18][CH:19]=[CH:20][CH:21]=3)[C:11]2=[O:28])[CH2:4][CH2:3]1)([C:31]1[CH:36]=[CH:35][CH:34]=[CH:33][CH:32]=1)[C:38]1[CH:43]=[CH:42][CH:41]=[CH:40][CH:39]=1, predict the reactants needed to synthesize it. (5) Given the product [CH3:1][N:2]1[C:6]([CH:7]2[O:12][CH2:13][CH:14]([CH2:15][OH:16])[CH2:17][O:8]2)=[C:5]([N+:9]([O-:11])=[O:10])[CH:4]=[N:3]1, predict the reactants needed to synthesize it. The reactants are: [CH3:1][N:2]1[C:6]([CH:7]=[O:8])=[C:5]([N+:9]([O-:11])=[O:10])[CH:4]=[N:3]1.[OH:12][CH2:13][CH:14]([CH2:17]O)[CH2:15][OH:16].C1(C)C=CC(S(O)(=O)=O)=CC=1. (6) Given the product [C:1]1([C@H:7]([OH:39])[CH2:8][CH2:9][C:10]2[CH:15]=[CH:14][CH:13]=[CH:12][CH:11]=2)[CH:6]=[CH:5][CH:4]=[CH:3][CH:2]=1, predict the reactants needed to synthesize it. The reactants are: [C:1]1([CH2:7][C:8](=O)[CH2:9][C:10]2[CH:15]=[CH:14][CH:13]=[CH:12][CH:11]=2)[CH:6]=[CH:5][CH:4]=[CH:3][CH:2]=1.B(Cl)([C@@H]1[C@@H](C)[C@H]2C(C)(C)[C@H](C2)C1)[C@@H]1[C@@H](C)[C@H]2C(C)(C)[C@H](C2)C1.[O:39]1CCCC1. (7) Given the product [Cl:1][C:2]1[CH:3]=[C:4]([C:8]#[C:9][C@@H:10]2[N:14]3[CH2:15][CH2:16][N:17]([C:19]4[C:20]([C:21]5[N:31]=[N:32][NH:33][N:22]=5)=[CH:23][CH:24]=[CH:25][N:26]=4)[CH2:18][C@@H:13]3[CH2:12][CH2:11]2)[CH:5]=[CH:6][CH:7]=1, predict the reactants needed to synthesize it. The reactants are: [Cl:1][C:2]1[CH:3]=[C:4]([C:8]#[C:9][C@@H:10]2[N:14]3[CH2:15][CH2:16][N:17]([C:19]4[N:26]=[CH:25][CH:24]=[CH:23][C:20]=4[C:21]#[N:22])[CH2:18][C@@H:13]3[CH2:12][CH2:11]2)[CH:5]=[CH:6][CH:7]=1.[Sn]([N:31]=[N+:32]=[N-:33])(C)(C)C.CN(C=O)C. (8) Given the product [C:7]1([C:6]2[C:5](=[O:13])[NH:4][C:3](=[O:14])[C:2]=2[NH:22][C:21]2[CH:23]=[CH:24][C:18]([O:17][C:16]([F:15])([F:25])[F:26])=[CH:19][CH:20]=2)[CH:12]=[CH:11][CH:10]=[CH:9][CH:8]=1, predict the reactants needed to synthesize it. The reactants are: Cl[C:2]1[C:3](=[O:14])[NH:4][C:5](=[O:13])[C:6]=1[C:7]1[CH:12]=[CH:11][CH:10]=[CH:9][CH:8]=1.[F:15][C:16]([F:26])([F:25])[O:17][C:18]1[CH:24]=[CH:23][C:21]([NH2:22])=[CH:20][CH:19]=1.CN1CCCC1=O.ClCCl.C=CCCCCC. (9) Given the product [CH2:23]([NH:1][C:2]1[CH:7]=[CH:6][C:5]([O:8][CH2:9][C:10]#[CH:11])=[CH:4][C:3]=1[C:12]([C:14]1[CH:15]=[CH:16][C:17]([CH:20]2[CH2:21][CH2:22]2)=[CH:18][CH:19]=1)=[O:13])[C:24]1[CH:29]=[CH:28][CH:27]=[CH:26][CH:25]=1, predict the reactants needed to synthesize it. The reactants are: [NH2:1][C:2]1[CH:7]=[CH:6][C:5]([O:8][CH2:9][C:10]#[CH:11])=[CH:4][C:3]=1[C:12]([C:14]1[CH:19]=[CH:18][C:17]([CH:20]2[CH2:22][CH2:21]2)=[CH:16][CH:15]=1)=[O:13].[CH:23](=O)[C:24]1[CH:29]=[CH:28][CH:27]=[CH:26][CH:25]=1.CC(O)=O.C([BH3-])#N.[Na+].